From a dataset of Reaction yield outcomes from USPTO patents with 853,638 reactions. Predict the reaction yield, written as a fraction of the theoretical maximum amount of product (1.0 means a 100% yield; for example, 0.34 means a 34% yield). (1) The reactants are [NH2:1][CH2:2][C:3]([NH2:5])=[O:4].C[Al](C)C.[Cl:10][C:11]1[CH:21]=[C:20](/[CH:22]=[CH:23]/[CH:24]([C:29]2[CH:34]=[C:33]([Cl:35])[C:32]([Cl:36])=[C:31]([Cl:37])[CH:30]=2)[C:25]([F:28])([F:27])[F:26])[CH:19]=[CH:18][C:12]=1[C:13](OCC)=[O:14]. The catalyst is C(Cl)Cl. The product is [Cl:10][C:11]1[CH:21]=[C:20](/[CH:22]=[CH:23]/[CH:24]([C:29]2[CH:30]=[C:31]([Cl:37])[C:32]([Cl:36])=[C:33]([Cl:35])[CH:34]=2)[C:25]([F:26])([F:27])[F:28])[CH:19]=[CH:18][C:12]=1[C:13]([NH:1][CH2:2][C:3](=[O:4])[NH:5][CH2:24][C:25]([F:28])([F:27])[F:26])=[O:14]. The yield is 0.500. (2) The reactants are [C:1]([O:10]C)(=O)[C:2]1[C:3](=[CH:5][CH:6]=[CH:7][CH:8]=1)[SH:4].[C:12]([C:14]1[CH:19]=[CH:18][CH:17]=[C:16]([O:20][CH2:21][CH3:22])[N:15]=1)#[N:13].C(N(CC)CC)C. The catalyst is C1(C)C=CC=CC=1. The product is [CH2:21]([O:20][C:16]1[N:15]=[C:14]([C:12]2[S:4][C:3]3[CH:5]=[CH:6][CH:7]=[CH:8][C:2]=3[C:1](=[O:10])[N:13]=2)[CH:19]=[CH:18][CH:17]=1)[CH3:22]. The yield is 0.140. (3) The reactants are [CH3:1][O:2][C:3]1[CH:12]=[CH:11][C:10]([N+:13]([O-:15])=[O:14])=[C:9]2[C:4]=1[CH2:5][CH2:6][CH:7]([C:16]([OH:18])=[O:17])[CH2:8]2.S(Cl)(Cl)=O.[NH2:23][C:24]1[CH:37]=[CH:36][C:27]([C:28]([N:30]2[CH2:35][CH2:34][O:33][CH2:32][CH2:31]2)=[O:29])=[CH:26][CH:25]=1.[CH2:38](N([CH2:43][CH3:44])CC)[CH3:39]. The product is [CH:3]([O:2][CH:43]([CH3:44])[CH3:24])([CH3:12])[CH3:4].[C:16]([O:18][CH2:38][CH3:39])(=[O:17])[CH3:7].[O:33]1[CH2:32][CH2:31][N:30]([C:28]([C:27]2[CH:36]=[CH:37][C:24]([NH:23][C:16]([CH:7]3[CH2:6][CH2:5][C:4]4[C:9](=[C:10]([N+:13]([O-:15])=[O:14])[CH:11]=[CH:12][C:3]=4[O:2][CH3:1])[CH2:8]3)=[O:18])=[CH:25][CH:26]=2)=[O:29])[CH2:35][CH2:34]1. The yield is 0.730. The catalyst is CN(C)C=O.C(Cl)Cl.O.C1(C)C=CC=CC=1. (4) The reactants are [C:1]([NH:4][C:5]1[CH:10]=[CH:9][C:8]([C:11](=[C:25]2[CH2:30][CH2:29][N:28]([CH2:31]C3C=CC=CN=3)[CH2:27][CH2:26]2)[C:12]2[CH:24]=[CH:23][C:15]([C:16]([N:18]([CH2:21][CH3:22])[CH2:19][CH3:20])=[O:17])=[CH:14][CH:13]=2)=[CH:7][CH:6]=1)(=[O:3])[CH3:2].C(NC1C=CC(C(=[C:62]2[CH2:67][CH2:66][NH:65][CH2:64][CH2:63]2)C2C=CC(C(N(CC)CC)=O)=CC=2)=CC=1)(=O)C.N1C=CC(C=O)=CC=1. No catalyst specified. The product is [C:1]([NH:4][C:5]1[CH:6]=[CH:7][C:8]([C:11](=[C:25]2[CH2:26][CH2:27][N:28]([CH2:31][C:62]3[CH:67]=[CH:66][N:65]=[CH:64][CH:63]=3)[CH2:29][CH2:30]2)[C:12]2[CH:24]=[CH:23][C:15]([C:16]([N:18]([CH2:19][CH3:20])[CH2:21][CH3:22])=[O:17])=[CH:14][CH:13]=2)=[CH:9][CH:10]=1)(=[O:3])[CH3:2]. The yield is 0.600. (5) The reactants are [NH2:1][C:2]1[N:7]=[CH:6][N:5]=[C:4]2[N:8]([CH:15]([C:17]3[C:18]([O:36][CH2:37][CH3:38])=[C:19]([C:25]4[CH:26]=[CH:27][C:28]([C:31]([N:33]([CH3:35])[CH3:34])=[O:32])=[N:29][CH:30]=4)[C:20]([CH3:24])=[C:21]([Cl:23])[CH:22]=3)[CH3:16])[N:9]=[C:10]([CH:11]([OH:14])CO)[C:3]=12.C(O)(=O)C.I([O-])(=O)(=O)=O.[Na+]. The catalyst is O1CCCC1.O. The product is [NH2:1][C:2]1[N:7]=[CH:6][N:5]=[C:4]2[N:8]([CH:15]([C:17]3[C:18]([O:36][CH2:37][CH3:38])=[C:19]([C:25]4[CH:26]=[CH:27][C:28]([C:31]([N:33]([CH3:35])[CH3:34])=[O:32])=[N:29][CH:30]=4)[C:20]([CH3:24])=[C:21]([Cl:23])[CH:22]=3)[CH3:16])[N:9]=[C:10]([CH:11]=[O:14])[C:3]=12. The yield is 0.900. (6) The reactants are C(NC(C)C)(C)C.C([Li])CCC.[CH2:13]([SnH:17]([CH2:22][CH2:23][CH2:24][CH3:25])[CH2:18][CH2:19][CH2:20][CH3:21])[CH2:14][CH2:15][CH3:16].[CH3:26][O:27][CH2:28]Cl. The catalyst is C(OCC)C.O.O1CCCC1. The product is [CH2:22]([Sn:17]([CH2:13][CH2:14][CH2:15][CH3:16])([CH2:18][CH2:19][CH2:20][CH3:21])[CH2:26][O:27][CH3:28])[CH2:23][CH2:24][CH3:25]. The yield is 0.860. (7) The reactants are [F:1][C:2]1[CH:7]=[CH:6][C:5]([CH:8]([OH:22])[CH:9]([NH2:21])[CH2:10][C:11]2[CH:16]=[CH:15][C:14]([C:17]([F:20])([F:19])[F:18])=[CH:13][CH:12]=2)=[CH:4][CH:3]=1.[CH3:23][N:24]([CH3:38])[C:25]1[C:34]2[C:29](=[CH:30][CH:31]=[CH:32][CH:33]=2)[C:28]([C:35](O)=[O:36])=[CH:27][CH:26]=1.Cl.C(N=C=NCCCN(C)C)C.ON1C2C=CC=CC=2N=N1. The catalyst is C(#N)C.O. The product is [CH3:23][N:24]([CH3:38])[C:25]1[C:34]2[C:29](=[CH:30][CH:31]=[CH:32][CH:33]=2)[C:28]([C:35]([NH:21][CH:9]([CH2:10][C:11]2[CH:16]=[CH:15][C:14]([C:17]([F:20])([F:19])[F:18])=[CH:13][CH:12]=2)[CH:8]([C:5]2[CH:4]=[CH:3][C:2]([F:1])=[CH:7][CH:6]=2)[OH:22])=[O:36])=[CH:27][CH:26]=1. The yield is 0.700. (8) The reactants are [CH2:1]([C:3]1[S:30][C:6]2[N:7]([CH2:13][C:14]3[C:19]([F:20])=[CH:18][C:17]([C:21]4[C:22]([C:27]#[N:28])=[CH:23][CH:24]=[CH:25][CH:26]=4)=[CH:16][C:15]=3[F:29])[C:8](=[O:12])[NH:9][C:10](=[O:11])[C:5]=2[CH:4]=1)[CH3:2].Br[CH2:32][C:33]([C:35]1[CH:40]=[CH:39][C:38]([O:41][CH3:42])=[CH:37][CH:36]=1)=[O:34].CN(C)C=O.[H-].[Na+]. The catalyst is C(OCC)(=O)C. The product is [CH2:1]([C:3]1[S:30][C:6]2[N:7]([CH2:13][C:14]3[C:15]([F:29])=[CH:16][C:17]([C:21]4[C:22]([C:27]#[N:28])=[CH:23][CH:24]=[CH:25][CH:26]=4)=[CH:18][C:19]=3[F:20])[C:8](=[O:12])[N:9]([CH2:32][C:33]([C:35]3[CH:40]=[CH:39][C:38]([O:41][CH3:42])=[CH:37][CH:36]=3)=[O:34])[C:10](=[O:11])[C:5]=2[CH:4]=1)[CH3:2]. The yield is 0.590. (9) The reactants are [CH3:1][C:2]1([CH3:12])[O:6][C:5](=[CH:7][C:8](Cl)=[O:9])[C:4](=[O:11])[O:3]1.[F:13][C:14]1[CH:23]=[CH:22][C:17]([CH2:18][NH:19][O:20][CH3:21])=[CH:16][CH:15]=1.N1C=CC=CC=1. The catalyst is ClCCl. The product is [CH3:1][C:2]1([CH3:12])[O:6][C:5](=[CH:7][C:8]([N:19]([CH2:18][C:17]2[CH:22]=[CH:23][C:14]([F:13])=[CH:15][CH:16]=2)[O:20][CH3:21])=[O:9])[C:4](=[O:11])[O:3]1. The yield is 0.930. (10) The yield is 0.690. The catalyst is C(O)C.N1CCCCC1. The reactants are [Cl:1][C:2]1[CH:3]=[C:4]([C:9]2[CH:17]=[CH:16][CH:15]=[C:14]3[C:10]=2[CH2:11][C:12](=[O:18])[NH:13]3)[CH:5]=[CH:6][C:7]=1[F:8].[N:19]1([CH2:24][CH2:25][NH:26][C:27]([C:29]2[CH:33]=[C:32]([CH3:34])[NH:31][C:30]=2[CH:35]=O)=[O:28])[CH:23]=[CH:22][N:21]=[N:20]1. The product is [N:19]1([CH2:24][CH2:25][NH:26][C:27]([C:29]2[CH:33]=[C:32]([CH3:34])[NH:31][C:30]=2[CH:35]=[C:11]2[C:10]3[C:14](=[CH:15][CH:16]=[CH:17][C:9]=3[C:4]3[CH:5]=[CH:6][C:7]([F:8])=[C:2]([Cl:1])[CH:3]=3)[NH:13][C:12]2=[O:18])=[O:28])[CH:23]=[CH:22][N:21]=[N:20]1.